Dataset: Peptide-MHC class II binding affinity with 134,281 pairs from IEDB. Task: Regression. Given a peptide amino acid sequence and an MHC pseudo amino acid sequence, predict their binding affinity value. This is MHC class II binding data. The peptide sequence is HGSEPCIIHRGKPF. The MHC is HLA-DPA10301-DPB10402 with pseudo-sequence HLA-DPA10301-DPB10402. The binding affinity (normalized) is 0.204.